From a dataset of NCI-60 drug combinations with 297,098 pairs across 59 cell lines. Regression. Given two drug SMILES strings and cell line genomic features, predict the synergy score measuring deviation from expected non-interaction effect. Drug 1: CC1=C(C=C(C=C1)NC(=O)C2=CC=C(C=C2)CN3CCN(CC3)C)NC4=NC=CC(=N4)C5=CN=CC=C5. Drug 2: C1C(C(OC1N2C=NC(=NC2=O)N)CO)O. Cell line: SF-295. Synergy scores: CSS=-6.90, Synergy_ZIP=3.20, Synergy_Bliss=-1.10, Synergy_Loewe=-9.66, Synergy_HSA=-8.21.